Dataset: Catalyst prediction with 721,799 reactions and 888 catalyst types from USPTO. Task: Predict which catalyst facilitates the given reaction. (1) Reactant: [Br:1][C:2]1[CH:3]=[C:4]([CH:8]=[CH:9][C:10]=1[CH3:11])[C:5]([NH2:7])=O.COC1C=CC(P2(SP(C3C=CC(OC)=CC=3)(=S)S2)=[S:21])=CC=1. Product: [Br:1][C:2]1[CH:3]=[C:4]([CH:8]=[CH:9][C:10]=1[CH3:11])[C:5]([NH2:7])=[S:21]. The catalyst class is: 2. (2) Reactant: [CH3:1][S:2]([C:5]1[CH:10]=[CH:9][C:8]([C:11]2[N:16]=[CH:15][C:14]([CH2:17][NH:18][CH:19]3[CH2:24][CH2:23][N:22]([C:25]([O:27][C:28]([CH3:31])([CH3:30])[CH3:29])=[O:26])[CH2:21][CH2:20]3)=[CH:13][CH:12]=2)=[CH:7][CH:6]=1)(=[O:4])=[O:3].[F:32][C:33]([F:44])([F:43])[CH2:34]OS(C(F)(F)F)(=O)=O.C(N(CC)C(C)C)(C)C. Product: [CH3:1][S:2]([C:5]1[CH:10]=[CH:9][C:8]([C:11]2[N:16]=[CH:15][C:14]([CH2:17][N:18]([CH2:34][C:33]([F:44])([F:43])[F:32])[CH:19]3[CH2:24][CH2:23][N:22]([C:25]([O:27][C:28]([CH3:31])([CH3:30])[CH3:29])=[O:26])[CH2:21][CH2:20]3)=[CH:13][CH:12]=2)=[CH:7][CH:6]=1)(=[O:3])=[O:4]. The catalyst class is: 1. (3) Reactant: [C:1]([CH2:4][C:5]1[O:6][CH:7]=[CH:8][C:9]=1[CH2:10][C:11](O)=[O:12])(O)=[O:2].B.C1COCC1.C([O-])(O)=O.[Na+]. Product: [OH:2][CH2:1][CH2:4][C:5]1[O:6][CH:7]=[CH:8][C:9]=1[CH2:10][CH2:11][OH:12]. The catalyst class is: 1. (4) Reactant: [C:1]([O:5][C:6]([N:8]([C:16]1[C:21]([C:22]#[C:23][Si](C)(C)C)=[N:20][C:19]([C:28]2[CH:33]=[CH:32][C:31]([S:34]([CH:37]([CH3:39])[CH3:38])(=[O:36])=[O:35])=[CH:30][CH:29]=2)=[CH:18][N:17]=1)[C:9](=[O:15])[O:10][C:11]([CH3:14])([CH3:13])[CH3:12])=[O:7])([CH3:4])([CH3:3])[CH3:2].C(=O)([O-])[O-].[Na+].[Na+]. Product: [C:1]([O:5][C:6]([N:8]([C:16]1[C:21]([C:22]#[CH:23])=[N:20][C:19]([C:28]2[CH:29]=[CH:30][C:31]([S:34]([CH:37]([CH3:39])[CH3:38])(=[O:36])=[O:35])=[CH:32][CH:33]=2)=[CH:18][N:17]=1)[C:9](=[O:15])[O:10][C:11]([CH3:13])([CH3:14])[CH3:12])=[O:7])([CH3:2])([CH3:3])[CH3:4]. The catalyst class is: 5. (5) Reactant: FC(F)(F)C(O)=O.C(Cl)Cl.[C:11]([NH:19][C:20]1[CH:21]=[C:22]([CH:40]=[CH:41][C:42]=1[C:43]([O:45]C(C)(C)C)=[O:44])[O:23][C:24]1[CH:25]=[C:26]2[C:30](=[CH:31][CH:32]=1)[N:29](C(OC(C)(C)C)=O)[CH:28]=[CH:27]2)(=[O:18])[C:12]1[CH:17]=[CH:16][CH:15]=[CH:14][CH:13]=1.C(=O)([O-])O.[Na+]. Product: [C:11]([NH:19][C:20]1[CH:21]=[C:22]([O:23][C:24]2[CH:25]=[C:26]3[C:30](=[CH:31][CH:32]=2)[NH:29][CH:28]=[CH:27]3)[CH:40]=[CH:41][C:42]=1[C:43]([OH:45])=[O:44])(=[O:18])[C:12]1[CH:13]=[CH:14][CH:15]=[CH:16][CH:17]=1. The catalyst class is: 13. (6) Reactant: C[C:2]1[C:3]([I:15])=[C:4]([O:13][CH3:14])[C:5]([I:12])=[C:6]([C:10]=1[I:11])[C:7](O)=[O:8].C(Cl)(=O)C([Cl:19])=O. Product: [CH3:14][O:13][C:4]1[C:5]([I:12])=[C:6]([C:10]([I:11])=[CH:2][C:3]=1[I:15])[C:7]([Cl:19])=[O:8]. The catalyst class is: 59.